From a dataset of Full USPTO retrosynthesis dataset with 1.9M reactions from patents (1976-2016). Predict the reactants needed to synthesize the given product. (1) Given the product [Cl:28][C:29]1[CH:34]=[CH:33][C:32]([C:35]2[N:36]=[C:37]3[CH:42]=[CH:41][CH:40]=[CH:39][N:38]3[C:43]=2[CH2:44][N:45]2[CH:49]=[N:48][C:47]([C:50]([NH:2][CH3:1])=[O:51])=[N:46]2)=[CH:31][CH:30]=1, predict the reactants needed to synthesize it. The reactants are: [CH3:1][NH:2]C(C1N(CC2N3C=C(C)C=CC3=NC=2C2C=CC(C)=CC=2)N=CN=1)=O.[Cl:28][C:29]1[CH:34]=[CH:33][C:32]([C:35]2[N:36]=[C:37]3[CH:42]=[CH:41][CH:40]=[CH:39][N:38]3[C:43]=2[CH2:44][N:45]2[CH:49]=[N:48][C:47]([C:50](OC)=[O:51])=[N:46]2)=[CH:31][CH:30]=1.CN. (2) The reactants are: [F:1][C:2]1[CH:3]=[CH:4][CH:5]=[C:6]([O:11][C:12](=[O:14])[CH3:13])[C:7]=1[C:8]([OH:10])=[O:9].[N+:15]([O-])([OH:17])=[O:16]. Given the product [N+:15]([C:3]1[C:2]([F:1])=[C:7]([C:8]([OH:10])=[O:9])[C:6]([O:11][C:12](=[O:14])[CH3:13])=[CH:5][CH:4]=1)([O-:17])=[O:16], predict the reactants needed to synthesize it. (3) Given the product [CH2:12]([O:19][C:20]1[CH:27]=[CH:26][C:23]([C:24]#[N:25])=[CH:22][C:21]=1[O:28][CH2:2][CH2:3][NH:4][C:5]([O:6][C:7]([CH3:10])([CH3:9])[CH3:8])=[O:11])[C:13]1[CH:14]=[CH:15][CH:16]=[CH:17][CH:18]=1, predict the reactants needed to synthesize it. The reactants are: Br[CH2:2][CH2:3][NH:4][C:5](=[O:11])[O:6][C:7]([CH3:10])([CH3:9])[CH3:8].[CH2:12]([O:19][C:20]1[CH:27]=[CH:26][C:23]([C:24]#[N:25])=[CH:22][C:21]=1[OH:28])[C:13]1[CH:18]=[CH:17][CH:16]=[CH:15][CH:14]=1.C(=O)([O-])[O-].[K+].[K+].